Dataset: NCI-60 drug combinations with 297,098 pairs across 59 cell lines. Task: Regression. Given two drug SMILES strings and cell line genomic features, predict the synergy score measuring deviation from expected non-interaction effect. (1) Drug 1: C1CCC(C1)C(CC#N)N2C=C(C=N2)C3=C4C=CNC4=NC=N3. Drug 2: CC1=C(C(=CC=C1)Cl)NC(=O)C2=CN=C(S2)NC3=CC(=NC(=N3)C)N4CCN(CC4)CCO. Cell line: EKVX. Synergy scores: CSS=26.2, Synergy_ZIP=3.24, Synergy_Bliss=6.44, Synergy_Loewe=6.02, Synergy_HSA=8.43. (2) Drug 1: C1=CC(=C(C=C1I)F)NC2=C(C=CC(=C2F)F)C(=O)NOCC(CO)O. Drug 2: CNC(=O)C1=NC=CC(=C1)OC2=CC=C(C=C2)NC(=O)NC3=CC(=C(C=C3)Cl)C(F)(F)F. Cell line: NCIH23. Synergy scores: CSS=81.7, Synergy_ZIP=7.53, Synergy_Bliss=7.18, Synergy_Loewe=11.5, Synergy_HSA=15.5. (3) Drug 1: C1C(C(OC1N2C=C(C(=O)NC2=O)F)CO)O. Drug 2: CC=C1C(=O)NC(C(=O)OC2CC(=O)NC(C(=O)NC(CSSCCC=C2)C(=O)N1)C(C)C)C(C)C. Cell line: KM12. Synergy scores: CSS=44.8, Synergy_ZIP=-2.43, Synergy_Bliss=-0.916, Synergy_Loewe=-17.5, Synergy_HSA=-1.36. (4) Drug 1: CC(CN1CC(=O)NC(=O)C1)N2CC(=O)NC(=O)C2. Drug 2: CC1CCCC2(C(O2)CC(NC(=O)CC(C(C(=O)C(C1O)C)(C)C)O)C(=CC3=CSC(=N3)C)C)C. Cell line: SF-539. Synergy scores: CSS=2.55, Synergy_ZIP=-5.56, Synergy_Bliss=-10.7, Synergy_Loewe=-9.93, Synergy_HSA=-9.60. (5) Drug 1: C1=CC(=CC=C1CCCC(=O)O)N(CCCl)CCCl. Drug 2: CC1CCC2CC(C(=CC=CC=CC(CC(C(=O)C(C(C(=CC(C(=O)CC(OC(=O)C3CCCCN3C(=O)C(=O)C1(O2)O)C(C)CC4CCC(C(C4)OC)O)C)C)O)OC)C)C)C)OC. Cell line: SF-268. Synergy scores: CSS=48.2, Synergy_ZIP=-6.61, Synergy_Bliss=-3.88, Synergy_Loewe=0.0366, Synergy_HSA=0.815. (6) Drug 1: CS(=O)(=O)OCCCCOS(=O)(=O)C. Drug 2: C1CCC(C(C1)N)N.C(=O)(C(=O)[O-])[O-].[Pt+4]. Cell line: HCT116. Synergy scores: CSS=65.5, Synergy_ZIP=-5.69, Synergy_Bliss=-1.44, Synergy_Loewe=-0.621, Synergy_HSA=2.78. (7) Drug 1: CN(C)C1=NC(=NC(=N1)N(C)C)N(C)C. Drug 2: C1=CC=C(C(=C1)C(C2=CC=C(C=C2)Cl)C(Cl)Cl)Cl. Cell line: NCI/ADR-RES. Synergy scores: CSS=1.14, Synergy_ZIP=1.77, Synergy_Bliss=5.34, Synergy_Loewe=4.12, Synergy_HSA=3.45. (8) Drug 1: COC1=C(C=C2C(=C1)N=CN=C2NC3=CC(=C(C=C3)F)Cl)OCCCN4CCOCC4. Drug 2: CC1=CC=C(C=C1)C2=CC(=NN2C3=CC=C(C=C3)S(=O)(=O)N)C(F)(F)F. Cell line: NCI-H460. Synergy scores: CSS=21.3, Synergy_ZIP=-3.09, Synergy_Bliss=4.00, Synergy_Loewe=-6.03, Synergy_HSA=2.81. (9) Drug 1: C1=CC(=CC=C1C#N)C(C2=CC=C(C=C2)C#N)N3C=NC=N3. Drug 2: C1=CC=C(C=C1)NC(=O)CCCCCCC(=O)NO. Cell line: RXF 393. Synergy scores: CSS=1.34, Synergy_ZIP=2.87, Synergy_Bliss=7.09, Synergy_Loewe=-5.75, Synergy_HSA=-3.24.